From a dataset of Reaction yield outcomes from USPTO patents with 853,638 reactions. Predict the reaction yield, written as a fraction of the theoretical maximum amount of product (1.0 means a 100% yield; for example, 0.34 means a 34% yield). (1) No catalyst specified. The product is [Cl:36][CH2:14][C:10]1[CH:11]=[CH:12][CH:13]=[C:8]([O:1][C:2]2[CH:7]=[CH:6][CH:5]=[CH:4][CH:3]=2)[CH:9]=1. The reactants are [O:1]([C:8]1[CH:9]=[C:10]([CH2:14]O)[CH:11]=[CH:12][CH:13]=1)[C:2]1[CH:7]=[CH:6][CH:5]=[CH:4][CH:3]=1.C1(P(C2C=CC=CC=2)C2C=CC=CC=2)C=CC=CC=1.C(Cl)(Cl)(Cl)[Cl:36]. The yield is 0.940. (2) The reactants are [CH2:1]([N:8]1[C:13](=[O:14])[C:12]([CH3:15])=[C:11]([C:16]#[N:17])[N:10]=[C:9]1[CH:18]([N:22]([CH2:32][CH2:33][NH2:34])[C:23](=[O:31])[C:24]1[CH:29]=[CH:28][C:27]([CH3:30])=[CH:26][CH:25]=1)[CH:19]([CH3:21])[CH3:20])[C:2]1[CH:7]=[CH:6][CH:5]=[CH:4][CH:3]=1.Cl.[N:36]1([C:41](N)=[NH:42])C=CC=N1.C(N(C(C)C)CC)(C)C. The catalyst is CN(C=O)C. The product is [CH2:1]([N:8]1[C:13](=[O:14])[C:12]([CH3:15])=[C:11]([C:16]#[N:17])[N:10]=[C:9]1[CH:18]([N:22]([CH2:32][CH2:33][NH:34][C:41]([NH2:42])=[NH:36])[C:23](=[O:31])[C:24]1[CH:29]=[CH:28][C:27]([CH3:30])=[CH:26][CH:25]=1)[CH:19]([CH3:21])[CH3:20])[C:2]1[CH:7]=[CH:6][CH:5]=[CH:4][CH:3]=1. The yield is 0.370. (3) The reactants are [F:1][C:2]1[C:7]2[CH:8]=[CH:9][O:10][C:6]=2[C:5]([C:11]2[CH:16]=[CH:15][C:14]([OH:17])=[CH:13][CH:12]=2)=[CH:4][C:3]=1[F:18].[H][H]. The catalyst is C(O)(=O)C.[C].[Pd]. The product is [F:1][C:2]1[C:7]2[CH2:8][CH2:9][O:10][C:6]=2[C:5]([C:11]2[CH:12]=[CH:13][C:14]([OH:17])=[CH:15][CH:16]=2)=[CH:4][C:3]=1[F:18]. The yield is 0.590. (4) The reactants are [Cl:1][CH2:2][C:3](=[O:12])[CH2:4][C:5]([O:7][CH2:8][CH:9]([CH3:11])[CH3:10])=[O:6].C(OCC)(OCC)O[CH2:15][CH3:16].O=P12OP3(OP(OP(O3)(O1)=O)(=O)O2)=O. The catalyst is S(=O)(=O)(O)O.C(Cl)(Cl)Cl. The product is [Cl:1][CH2:2]/[C:3](/[O:12][CH2:15][CH3:16])=[CH:4]\[C:5]([O:7][CH2:8][CH:9]([CH3:10])[CH3:11])=[O:6]. The yield is 0.830. (5) The reactants are [C:1]([O:5][C:6](=[O:24])[CH2:7][CH2:8][C:9]1[CH:14]=[CH:13][C:12]([OH:15])=[CH:11][C:10]=1[CH2:16][NH:17][C:18]([O:20][CH:21]([CH3:23])[CH3:22])=[O:19])([CH3:4])([CH3:3])[CH3:2].[CH3:25][C:26]1[S:30][C:29]([N:31]2[CH2:36][CH2:35][O:34][CH2:33][CH2:32]2)=[N:28][C:27]=1[CH2:37][CH2:38]OS(C1C=CC(C)=CC=1)(=O)=O. No catalyst specified. The product is [C:1]([O:5][C:6](=[O:24])[CH2:7][CH2:8][C:9]1[CH:14]=[CH:13][C:12]([O:15][CH2:38][CH2:37][C:27]2[N:28]=[C:29]([N:31]3[CH2:32][CH2:33][O:34][CH2:35][CH2:36]3)[S:30][C:26]=2[CH3:25])=[CH:11][C:10]=1[CH2:16][NH:17][C:18]([O:20][CH:21]([CH3:22])[CH3:23])=[O:19])([CH3:4])([CH3:3])[CH3:2]. The yield is 0.980. (6) The reactants are [F:1][C:2]1[CH:10]=[CH:9][CH:8]=[C:7]2[C:3]=1[C:4]([C:11]([O:13][CH3:14])=[O:12])=[N:5][NH:6]2.F[C:16]1[CH:21]=[C:20]([I:22])[CH:19]=[CH:18][N:17]=1. No catalyst specified. The product is [F:1][C:2]1[CH:10]=[CH:9][CH:8]=[C:7]2[C:3]=1[C:4]([C:11]([O:13][CH3:14])=[O:12])=[N:5][N:6]2[C:16]1[CH:21]=[C:20]([I:22])[CH:19]=[CH:18][N:17]=1. The yield is 0.270. (7) The reactants are N[C:2]([C:9]1C=CC2C(=CC=C(OCCCCCCC)C=2)N=1)([CH3:8])[C:3]([O:5]CC)=[O:4].[CH3:27][OH:28].[CH3:29][O-:30].[Na+]. The catalyst is O. The product is [CH3:27][O:28][CH2:29][O:30][CH2:9][C@@H:2]([CH3:8])[C:3]([OH:5])=[O:4]. The yield is 0.960. (8) The yield is 0.920. The product is [C:3]([C:7]1[CH:12]=[CH:11][CH:10]=[CH:9][C:8]=1[N:13]1[CH2:18][CH2:17][N:16]([C:37]([C:33]2[N:34]=[CH:35][O:36][C:32]=2[CH:29]2[CH2:28][CH2:27][N:26]([C:24]([O:23][C:19]([CH3:22])([CH3:21])[CH3:20])=[O:25])[CH2:31][CH2:30]2)=[O:38])[CH2:15][CH2:14]1)([CH3:6])([CH3:4])[CH3:5]. The reactants are Cl.Cl.[C:3]([C:7]1[CH:12]=[CH:11][CH:10]=[CH:9][C:8]=1[N:13]1[CH2:18][CH2:17][NH:16][CH2:15][CH2:14]1)([CH3:6])([CH3:5])[CH3:4].[C:19]([O:23][C:24]([N:26]1[CH2:31][CH2:30][CH:29]([C:32]2[O:36][CH:35]=[N:34][C:33]=2[C:37](O)=[O:38])[CH2:28][CH2:27]1)=[O:25])([CH3:22])([CH3:21])[CH3:20].C(N(CC)CC)C.CCN=C=NCCCN(C)C.C1C=CC2N(O)N=NC=2C=1. The catalyst is C(#N)C.